From a dataset of Forward reaction prediction with 1.9M reactions from USPTO patents (1976-2016). Predict the product of the given reaction. (1) Given the reactants [C:1]([O:5][C:6](=[O:24])[NH:7][C@@H:8]1[C:14](=[O:15])[NH:13][C:12]2[CH:16]=[CH:17][CH:18]=[CH:19][C:11]=2[C:10]2[CH:20]=[CH:21][CH:22]=[CH:23][C:9]1=2)([CH3:4])([CH3:3])[CH3:2].Br[CH2:26][CH2:27][O:28][CH:29]([CH3:31])[CH3:30], predict the reaction product. The product is: [C:1]([O:5][C:6](=[O:24])[NH:7][C@@H:8]1[C:14](=[O:15])[N:13]([CH2:26][CH2:27][O:28][CH:29]([CH3:31])[CH3:30])[C:12]2[CH:16]=[CH:17][CH:18]=[CH:19][C:11]=2[C:10]2[CH:20]=[CH:21][CH:22]=[CH:23][C:9]1=2)([CH3:4])([CH3:2])[CH3:3]. (2) Given the reactants Br[C:2]1[CH:7]=[CH:6][CH:5]=[C:4]([CH3:8])[N:3]=1.[CH3:9][C:10]1[N:15]=[C:14]([N:16]2[CH2:21][CH2:20][C:19](=[CH2:22])[CH2:18][CH2:17]2)[C:13]([N+:23]([O-:25])=[O:24])=[CH:12][CH:11]=1, predict the reaction product. The product is: [CH3:9][C:10]1[N:15]=[C:14]([N:16]2[CH2:21][CH2:20][C:19]3([O:24][N:23]=[C:13]([C:12]#[C:8][C:4]4[CH:5]=[CH:6][CH:7]=[CH:2][N:3]=4)[CH2:22]3)[CH2:18][CH2:17]2)[C:13]([N+:23]([O-:25])=[O:24])=[CH:12][CH:11]=1. (3) Given the reactants Br[C:2]1[CH:3]=[CH:4][C:5]2[O:14][CH2:13][CH2:12][C:11]3[S:10][C:9]([C:15]4[N:19]([C:20]5[CH:25]=[CH:24][C:23]([F:26])=[CH:22][C:21]=5[F:27])[CH:18]=[N:17][N:16]=4)=[N:8][C:7]=3[C:6]=2[CH:28]=1.CC1(C)C2[C:51](=C(P(C3C=CC=CC=3)C3C=CC=CC=3)C=CC=2)[O:50]C2C(P(C3C=CC=CC=3)C3C=CC=CC=3)=CC=CC1=2.C(N(CC)CC)C.[C]=[O:79], predict the reaction product. The product is: [F:27][C:21]1[CH:22]=[C:23]([F:26])[CH:24]=[CH:25][C:20]=1[N:19]1[CH:18]=[N:17][N:16]=[C:15]1[C:9]1[S:10][C:11]2[CH2:12][CH2:13][O:14][C:5]3[CH:4]=[CH:3][C:2]([C:51]([OH:50])=[O:79])=[CH:28][C:6]=3[C:7]=2[N:8]=1. (4) Given the reactants [O:1]1[C:5]2[CH:6]=[CH:7][CH:8]=[CH:9][C:4]=2[CH:3]=[C:2]1[CH:10]=O.[Br-].C1([P+](C2C=CC=CC=2)(C2C=CC=CC=2)[CH2:20][C:21]2[CH:26]=[C:25]([O:27][CH3:28])[C:24]([O:29][CH3:30])=[C:23]([O:31][CH3:32])[CH:22]=2)C=CC=CC=1.C[O-].[Na+], predict the reaction product. The product is: [CH3:32][O:31][C:23]1[CH:22]=[C:21]([CH:26]=[C:25]([O:27][CH3:28])[C:24]=1[O:29][CH3:30])/[CH:20]=[CH:10]/[C:2]1[O:1][C:5]2[CH:6]=[CH:7][CH:8]=[CH:9][C:4]=2[CH:3]=1. (5) Given the reactants [CH:1]1[C:13]2[CH:12]([CH2:14][O:15][C:16]([NH:18][C@@H:19]([CH2:32]O)[CH2:20][CH2:21][CH2:22][CH2:23][NH:24][C:25](=[O:31])[O:26][C:27]([CH3:30])([CH3:29])[CH3:28])=[O:17])[C:11]3[C:6](=[CH:7][CH:8]=[CH:9][CH:10]=3)[C:5]=2[CH:4]=[CH:3][CH:2]=1.[C:42]1([S:41][S:41][C:42]2[CH:47]=[CH:46][CH:45]=[CH:44][CH:43]=2)[CH:47]=[CH:46][CH:45]=[CH:44][CH:43]=1.P(CCCC)(CCCC)CCCC, predict the reaction product. The product is: [CH:10]1[C:11]2[CH:12]([CH2:14][O:15][C:16]([NH:18][C@@H:19]([CH2:32][S:41][C:42]3[CH:43]=[CH:44][CH:45]=[CH:46][CH:47]=3)[CH2:20][CH2:21][CH2:22][CH2:23][NH:24][C:25](=[O:31])[O:26][C:27]([CH3:29])([CH3:28])[CH3:30])=[O:17])[C:13]3[C:5](=[CH:4][CH:3]=[CH:2][CH:1]=3)[C:6]=2[CH:7]=[CH:8][CH:9]=1. (6) Given the reactants CO.[I-].[Cs+].C[C@H]1C[C@@H]2O[C@H](CC=CC=CCCC=CC=CC(NC(C(O)C(O)=O)C(OC(C(NC(C(C(O)CCC(C(O)/C(/C)=C/C(C(O)C([NH:87][C:88](/C=C/C(C(C(C(O)C(C(OC)=O)(C)C)C)=O)(C)C)=O)C(O)C(C)C)C)C)C)=O)C(O)C)C(C)C(OC(CC(O)C(O)=O)=O)CC=C(C)C(O)C(C)C=C(C)C(O)C(C)C(O)C2)=O)=O)C1.[CH3:117][C@@H:118]1[CH2:154][CH:153]2[O:155][C@@H:120]([CH2:121][CH:122]=[CH:123][CH:124]=[CH:125][CH2:126][CH2:127][CH:128]=[CH:129][CH:130]=[CH:131][C:132]([NH:134][CH:135]([CH:223]([OH:227])[C:224]([OH:226])=[O:225])[C:136]([O:138][CH:139]([CH:173]([NH:177][C:178]([CH:180]([CH:182]([OH:222])[CH2:183][CH2:184][CH:185]([CH:187]([OH:221])/[C:188](/[CH3:220])=[CH:189]\[CH:190]([CH:192]([OH:219])[CH:193]([NH:198][C:199](/[CH:201]=[CH:202]\[C:203]([C:206]([CH:208]([CH:210]([OH:218])[C:211]([C:214]([O:216][CH3:217])=[O:215])([CH3:213])[CH3:212])[CH3:209])=[O:207])([CH3:205])[CH3:204])=[O:200])[CH2:194][CH:195]([CH3:197])[CH3:196])[CH3:191])[CH3:186])[CH3:181])=[O:179])[CH:174]([OH:176])[CH3:175])[CH:140]([CH3:172])[CH:141]([O:163][C:164]([CH2:166][CH:167]([OH:171])[C:168]([OH:170])=[O:169])=[O:165])[CH2:142][CH:143]=[C:144]([CH3:162])[CH:145]([OH:161])[CH:146]([CH3:160])[CH:147]=[C:148]([CH3:159])[CH:149]([OH:158])[CH:150]([CH3:157])[CH:151]([OH:156])[CH2:152]2)=[O:137])=[O:133])[CH2:119]1, predict the reaction product. The product is: [N+:87](=[CH2:88])=[N-:134].[CH3:117][C@@H:118]1[CH2:154][CH:153]2[O:155][C@@H:120]([CH2:121][CH:122]=[CH:123][CH:124]=[CH:125][CH2:126][CH2:127][CH:128]=[CH:129][CH:130]=[CH:131][C:132]([NH:134][CH:135]([CH:223]([OH:227])[C:224]([OH:226])=[O:225])[C:136]([O:138][CH:139]([CH:173]([NH:177][C:178]([CH:180]([CH:182]([OH:222])[CH2:183][CH2:184][CH:185]([CH:187]([OH:221])/[C:188](/[CH3:220])=[CH:189]\[CH:190]([CH:192]([OH:219])[CH:193]([NH:198][C:199](/[CH:201]=[CH:202]\[C:203]([C:206]([CH:208]([CH:210]([OH:218])[C:211]([C:214]([O:216][CH3:217])=[O:215])([CH3:213])[CH3:212])[CH3:209])=[O:207])([CH3:204])[CH3:205])=[O:200])[CH2:194][CH:195]([CH3:196])[CH3:197])[CH3:191])[CH3:186])[CH3:181])=[O:179])[CH:174]([OH:176])[CH3:175])[CH:140]([CH3:172])[CH:141]([O:163][C:164]([CH2:166][CH:167]([OH:171])[C:168]([OH:170])=[O:169])=[O:165])[CH2:142][CH:143]=[C:144]([CH3:162])[CH:145]([OH:161])[CH:146]([CH3:160])[CH:147]=[C:148]([CH3:159])[CH:149]([OH:158])[CH:150]([CH3:157])[CH:151]([OH:156])[CH2:152]2)=[O:137])=[O:133])[CH2:119]1.